This data is from Reaction yield outcomes from USPTO patents with 853,638 reactions. The task is: Predict the reaction yield, written as a fraction of the theoretical maximum amount of product (1.0 means a 100% yield; for example, 0.34 means a 34% yield). (1) The reactants are [NH2:1][C:2]1[N:6]([C:7]2[CH:12]=[CH:11][CH:10]=[CH:9][CH:8]=2)[N:5]=[C:4]([C:13](OCC)=[O:14])[C:3]=1[CH2:18][NH:19][CH3:20].[OH-].[Na+].CCN(CC)CC.CCN=C=NCCCN(C)C.C1C=CC2N(O)N=NC=2C=1. The catalyst is CO.C1COCC1. The product is [NH2:1][C:2]1[N:6]([C:7]2[CH:12]=[CH:11][CH:10]=[CH:9][CH:8]=2)[N:5]=[C:4]2[C:13](=[O:14])[N:19]([CH3:20])[CH2:18][C:3]=12. The yield is 0.280. (2) The reactants are [F:1][C:2]1[N:7]=[CH:6][C:5]([N:8]=[C:9]=[S:10])=[CH:4][CH:3]=1.[C:11]([O:15]C)(=O)[CH2:12][SH:13].C(N(CC)CC)C. The catalyst is ClCCl. The product is [F:1][C:2]1[N:7]=[CH:6][C:5]([N:8]2[C:11](=[O:15])[CH2:12][S:13][C:9]2=[S:10])=[CH:4][CH:3]=1. The yield is 0.310. (3) The reactants are [CH2:1]1CCC(N=C=NC2CCCCC2)CC1.[OH:16][C:17]1[CH:25]=[CH:24][CH:23]=[C:22]([OH:26])[C:18]=1[C:19]([OH:21])=[O:20].CO. The catalyst is C(Cl)Cl. The product is [OH:16][C:17]1[CH:25]=[CH:24][CH:23]=[C:22]([OH:26])[C:18]=1[C:19]([O:21][CH3:1])=[O:20]. The yield is 0.760.